From a dataset of NCI-60 drug combinations with 297,098 pairs across 59 cell lines. Regression. Given two drug SMILES strings and cell line genomic features, predict the synergy score measuring deviation from expected non-interaction effect. Drug 1: CC=C1C(=O)NC(C(=O)OC2CC(=O)NC(C(=O)NC(CSSCCC=C2)C(=O)N1)C(C)C)C(C)C. Drug 2: C1=CN(C=N1)CC(O)(P(=O)(O)O)P(=O)(O)O. Cell line: ACHN. Synergy scores: CSS=15.5, Synergy_ZIP=-4.92, Synergy_Bliss=-3.82, Synergy_Loewe=-30.6, Synergy_HSA=-2.36.